This data is from Forward reaction prediction with 1.9M reactions from USPTO patents (1976-2016). The task is: Predict the product of the given reaction. (1) Given the reactants [OH:1][CH2:2][C@H:3]([CH2:19][CH:20]=[CH2:21])[CH2:4][C@H:5]1[CH2:9][O:8][C:7]([CH3:11])([CH3:10])[N:6]1[C:12]([O:14][C:15]([CH3:18])([CH3:17])[CH3:16])=[O:13].[H-].[Na+].[CH2:24](Br)[CH:25]=[CH2:26], predict the reaction product. The product is: [CH2:26]([O:1][CH2:2][C@H:3]([CH2:19][CH:20]=[CH2:21])[CH2:4][C@H:5]1[CH2:9][O:8][C:7]([CH3:11])([CH3:10])[N:6]1[C:12]([O:14][C:15]([CH3:18])([CH3:17])[CH3:16])=[O:13])[CH:25]=[CH2:24]. (2) Given the reactants [C:1]1([S:7]([N:10]2[CH:14]=[C:13](Br)[C:12]([C:16]3[CH:17]=[N:18][CH:19]=[CH:20][CH:21]=3)=[N:11]2)(=[O:9])=[O:8])[CH:6]=[CH:5][CH:4]=[CH:3][CH:2]=1.[CH:22](/B(O)O)=[CH:23]\[CH2:24][CH2:25][CH2:26][CH3:27].[O-]P([O-])([O-])=O.[K+].[K+].[K+].COC1C=CC=C(OC)C=1C1C=CC=CC=1P(C1CCCCC1)C1CCCCC1, predict the reaction product. The product is: [C:1]1([S:7]([N:10]2[CH:14]=[C:13]([CH:22]=[CH:23][CH2:24][CH2:25][CH2:26][CH3:27])[C:12]([C:16]3[CH:17]=[N:18][CH:19]=[CH:20][CH:21]=3)=[N:11]2)(=[O:9])=[O:8])[CH:6]=[CH:5][CH:4]=[CH:3][CH:2]=1. (3) The product is: [C:23]([O:28][CH2:9][CH2:10][O:11][C:16](=[O:31])[C:17]([CH3:20])=[CH2:21])(=[O:27])[C:24]([CH3:26])=[CH2:25]. Given the reactants O.N([CH2:9][CH2:10][OH:11])(CCO)CCO.[CH3:16][C:17]1([CH3:21])N([O])[C:17]([CH3:21])([CH3:20])[CH2:16]C[CH2:20]1.[C:23]([OH:28])(=[O:27])[C:24]([CH3:26])=[CH2:25].C1[O:31]C1, predict the reaction product. (4) Given the reactants [Cl:1][C:2]1[CH:3]=[C:4]([OH:11])[C:5](=[CH:9][CH:10]=1)[C:6](O)=[O:7].[H-].[H-].[H-].[H-].[Li+].[Al+3], predict the reaction product. The product is: [Cl:1][C:2]1[CH:10]=[CH:9][C:5]([CH2:6][OH:7])=[C:4]([OH:11])[CH:3]=1. (5) Given the reactants [O:1]([C:8]1[CH:13]=[CH:12][CH:11]=[CH:10][C:9]=1[NH:14][S:15]([C:18]1[CH:30]=[CH:29][C:21]([C:22]([NH:24][CH2:25][C:26]([OH:28])=O)=[O:23])=[CH:20][CH:19]=1)(=[O:17])=[O:16])[C:2]1[CH:7]=[CH:6][CH:5]=[CH:4][CH:3]=1.[CH3:31][C:32]1[N:33]=[C:34]([NH2:37])[S:35][CH:36]=1, predict the reaction product. The product is: [CH3:31][C:32]1[N:33]=[C:34]([NH:37][C:26]([CH2:25][NH:24][C:22](=[O:23])[C:21]2[CH:29]=[CH:30][C:18]([S:15](=[O:16])(=[O:17])[NH:14][C:9]3[CH:10]=[CH:11][CH:12]=[CH:13][C:8]=3[O:1][C:2]3[CH:3]=[CH:4][CH:5]=[CH:6][CH:7]=3)=[CH:19][CH:20]=2)=[O:28])[S:35][CH:36]=1. (6) Given the reactants [CH:1]1([C:4]2[C:13]3[C:8](=[CH:9][CH:10]=[CH:11][CH:12]=3)[C:7]([N+:14]([O-])=O)=[CH:6][CH:5]=2)[CH2:3][CH2:2]1, predict the reaction product. The product is: [NH2:14][C:7]1[C:8]2[C:13](=[CH:12][CH:11]=[CH:10][CH:9]=2)[C:4]([CH:1]2[CH2:3][CH2:2]2)=[CH:5][CH:6]=1. (7) Given the reactants [C:1]1([CH2:7][C:8]([O-:10])=[O:9])[CH:6]=[CH:5][CH:4]=[CH:3][CH:2]=1.[OH-].[Na+].O.Cl, predict the reaction product. The product is: [C:1]1([CH2:7][C:8]([OH:10])=[O:9])[CH:6]=[CH:5][CH:4]=[CH:3][CH:2]=1.